From a dataset of NCI-60 drug combinations with 297,098 pairs across 59 cell lines. Regression. Given two drug SMILES strings and cell line genomic features, predict the synergy score measuring deviation from expected non-interaction effect. (1) Drug 1: CC12CCC(CC1=CCC3C2CCC4(C3CC=C4C5=CN=CC=C5)C)O. Drug 2: CC1=C2C(C(=O)C3(C(CC4C(C3C(C(C2(C)C)(CC1OC(=O)C(C(C5=CC=CC=C5)NC(=O)OC(C)(C)C)O)O)OC(=O)C6=CC=CC=C6)(CO4)OC(=O)C)O)C)O. Cell line: OVCAR-8. Synergy scores: CSS=44.9, Synergy_ZIP=7.83, Synergy_Bliss=6.87, Synergy_Loewe=-16.6, Synergy_HSA=6.04. (2) Drug 1: CC1=C(C(CCC1)(C)C)C=CC(=CC=CC(=CC(=O)O)C)C. Drug 2: CN1C(=O)N2C=NC(=C2N=N1)C(=O)N. Cell line: COLO 205. Synergy scores: CSS=-1.50, Synergy_ZIP=1.68, Synergy_Bliss=0.660, Synergy_Loewe=0.248, Synergy_HSA=-2.04. (3) Cell line: T-47D. Drug 1: C1=CC(=CC=C1CCCC(=O)O)N(CCCl)CCCl. Synergy scores: CSS=28.3, Synergy_ZIP=-7.39, Synergy_Bliss=-1.24, Synergy_Loewe=-1.30, Synergy_HSA=-0.993. Drug 2: CC1=C(C=C(C=C1)NC(=O)C2=CC=C(C=C2)CN3CCN(CC3)C)NC4=NC=CC(=N4)C5=CN=CC=C5. (4) Drug 1: CC1=CC2C(CCC3(C2CCC3(C(=O)C)OC(=O)C)C)C4(C1=CC(=O)CC4)C. Drug 2: C1=CN(C=N1)CC(O)(P(=O)(O)O)P(=O)(O)O. Cell line: NCI-H460. Synergy scores: CSS=12.1, Synergy_ZIP=6.87, Synergy_Bliss=14.5, Synergy_Loewe=13.0, Synergy_HSA=13.1. (5) Drug 1: CC1=C(C=C(C=C1)NC2=NC=CC(=N2)N(C)C3=CC4=NN(C(=C4C=C3)C)C)S(=O)(=O)N.Cl. Drug 2: C1CNP(=O)(OC1)N(CCCl)CCCl. Cell line: 786-0. Synergy scores: CSS=2.20, Synergy_ZIP=0.404, Synergy_Bliss=5.56, Synergy_Loewe=2.25, Synergy_HSA=3.39. (6) Drug 1: C1CC2CC3=C(CC1C24CN(S(=O)(=O)N4)CC(F)(F)F)C=CC(=C3)C=CCN5CCC(CC5)C(F)(F)F. Drug 2: C1CC(CNC1)C2=CC=C(C=C2)N3C=C4C=CC=C(C4=N3)C(=O)N. Cell line: OVCAR3. Synergy scores: CSS=28.9, Synergy_ZIP=-2.45, Synergy_Bliss=4.96, Synergy_Loewe=6.05, Synergy_HSA=9.05. (7) Drug 1: C1CC(C1)(C(=O)O)C(=O)O.[NH2-].[NH2-].[Pt+2]. Drug 2: CCC1(CC2CC(C3=C(CCN(C2)C1)C4=CC=CC=C4N3)(C5=C(C=C6C(=C5)C78CCN9C7C(C=CC9)(C(C(C8N6C)(C(=O)OC)O)OC(=O)C)CC)OC)C(=O)OC)O.OS(=O)(=O)O. Cell line: U251. Synergy scores: CSS=12.2, Synergy_ZIP=-2.09, Synergy_Bliss=-2.38, Synergy_Loewe=-4.67, Synergy_HSA=-4.07.